Dataset: NCI-60 drug combinations with 297,098 pairs across 59 cell lines. Task: Regression. Given two drug SMILES strings and cell line genomic features, predict the synergy score measuring deviation from expected non-interaction effect. Drug 1: CC1C(C(CC(O1)OC2CC(CC3=C2C(=C4C(=C3O)C(=O)C5=C(C4=O)C(=CC=C5)OC)O)(C(=O)C)O)N)O.Cl. Drug 2: CCC(=C(C1=CC=CC=C1)C2=CC=C(C=C2)OCCN(C)C)C3=CC=CC=C3.C(C(=O)O)C(CC(=O)O)(C(=O)O)O. Cell line: BT-549. Synergy scores: CSS=20.2, Synergy_ZIP=5.10, Synergy_Bliss=8.17, Synergy_Loewe=-14.5, Synergy_HSA=7.39.